Dataset: Reaction yield outcomes from USPTO patents with 853,638 reactions. Task: Predict the reaction yield, written as a fraction of the theoretical maximum amount of product (1.0 means a 100% yield; for example, 0.34 means a 34% yield). (1) The reactants are [NH2:1][C:2]1[C:7](=[O:8])[CH:6]=[CH:5][N:4]([C:9]2[CH:14]=[CH:13][CH:12]=[C:11]([C:15]([F:18])([F:17])[F:16])[CH:10]=2)[N:3]=1.[CH:19]([CH:21]=O)=O.[CH:23](=O)[C:24]1[CH:29]=[CH:28][CH:27]=[CH:26][CH:25]=1.[NH4+:31].[Cl-].OP(O)(O)=O. The catalyst is CO.O. The product is [C:24]1([C:23]2[N:1]([C:2]3[C:7](=[O:8])[CH:6]=[CH:5][N:4]([C:9]4[CH:14]=[CH:13][CH:12]=[C:11]([C:15]([F:16])([F:18])[F:17])[CH:10]=4)[N:3]=3)[CH:19]=[CH:21][N:31]=2)[CH:29]=[CH:28][CH:27]=[CH:26][CH:25]=1. The yield is 0.0300. (2) The reactants are [Cl:1][C:2]1[CH:7]=[CH:6][C:5]([Cl:8])=[CH:4][C:3]=1[OH:9].C(=O)([O-])[O-].[K+].[K+].[CH2:16](Br)[C:17]#[CH:18].C1(C)C=CC=CC=1. The catalyst is CC(C)=O. The product is [Cl:1][C:2]1[CH:7]=[CH:6][C:5]([Cl:8])=[CH:4][C:3]=1[O:9][CH2:18][C:17]#[CH:16]. The yield is 1.00. (3) The reactants are C([N:8]1[CH2:12][CH2:11][C:10]2([C:16]3[CH:17]=[CH:18][CH:19]=[CH:20][C:15]=3[S:14](=[O:22])(=[O:21])[NH:13]2)[CH2:9]1)C1C=CC=CC=1.C(O)=O. The catalyst is CO.[Pd]. The product is [NH:8]1[CH2:12][CH2:11][C:10]2([C:16]3[CH:17]=[CH:18][CH:19]=[CH:20][C:15]=3[S:14](=[O:22])(=[O:21])[NH:13]2)[CH2:9]1. The yield is 0.420. (4) The reactants are [NH2:1][C@@H:2]([CH2:6][CH2:7][CH2:8][N:9]([CH2:23][CH2:24][NH:25][C:26]([O:28][CH2:29][C:30]1[CH:35]=[CH:34][CH:33]=[CH:32][CH:31]=1)=[O:27])[CH2:10][CH2:11][NH:12][C:13]([O:15][CH2:16][C:17]1[CH:22]=[CH:21][CH:20]=[CH:19][CH:18]=1)=[O:14])[C:3]([OH:5])=[O:4].C([O-])([O-])=O.[K+].[K+].[CH3:42][C:43]([O:46][C:47](O[C:47]([O:46][C:43]([CH3:45])([CH3:44])[CH3:42])=[O:48])=[O:48])([CH3:45])[CH3:44]. The catalyst is O.CC(C)=O. The product is [CH2:16]([O:15][C:13]([NH:12][CH2:11][CH2:10][N:9]([CH2:23][CH2:24][NH:25][C:26]([O:28][CH2:29][C:30]1[CH:31]=[CH:32][CH:33]=[CH:34][CH:35]=1)=[O:27])[CH2:8][CH2:7][CH2:6][C@H:2]([NH:1][C:47]([O:46][C:43]([CH3:45])([CH3:44])[CH3:42])=[O:48])[C:3]([OH:5])=[O:4])=[O:14])[C:17]1[CH:18]=[CH:19][CH:20]=[CH:21][CH:22]=1. The yield is 0.810. (5) The reactants are [C:1]([O:4][C@H:5]1[C@@H:20]([O:21][C:22](=[O:24])[CH3:23])[C@H:19]([O:25][C:26](=[O:28])[CH3:27])[C@@H:18]([CH2:29][O:30][C:31](=[O:33])[CH3:32])[O:17][C@@H:6]1[O:7][CH2:8][CH2:9][O:10][CH2:11][CH2:12][O:13][CH2:14][CH2:15]Cl)(=[O:3])[CH3:2].[N-:34]=[N+:35]=[N-:36].[Na+]. The catalyst is [N+](CCCC)(CCCC)(CCCC)CCCC.[I-].CN(C=O)C.CCOC(C)=O. The product is [C:1]([O:4][C@H:5]1[C@@H:20]([O:21][C:22](=[O:24])[CH3:23])[C@H:19]([O:25][C:26](=[O:28])[CH3:27])[C@@H:18]([CH2:29][O:30][C:31](=[O:33])[CH3:32])[O:17][C@@H:6]1[O:7][CH2:8][CH2:9][O:10][CH2:11][CH2:12][O:13][CH2:14][CH2:15][N:34]=[N+:35]=[N-:36])(=[O:3])[CH3:2]. The yield is 0.860. (6) No catalyst specified. The yield is 0.320. The product is [Cl:34][C:31]1[CH:32]=[CH:33][C:28](/[CH:27]=[N:26]/[NH:25][C:23]([C:12]2[CH:13]=[C:14]([N:17]3[CH2:18][CH2:19][CH2:20][CH2:21][CH2:22]3)[CH:15]=[CH:16][C:11]=2[NH:10][C:8]([C:7]2[CH:6]=[C:5]([CH:41]=[CH:40][CH:39]=2)[CH2:4][N:1]2[CH:48]=[C:47]([CH2:46][CH2:45][CH2:44][CH2:43][C:42]([OH:50])=[O:49])[N:3]=[N:2]2)=[O:9])=[O:24])=[CH:29][C:30]=1[C:35]([F:38])([F:36])[F:37]. The reactants are [N:1]([CH2:4][C:5]1[CH:6]=[C:7]([CH:39]=[CH:40][CH:41]=1)[C:8]([NH:10][C:11]1[CH:16]=[CH:15][C:14]([N:17]2[CH2:22][CH2:21][CH2:20][CH2:19][CH2:18]2)=[CH:13][C:12]=1[C:23]([NH:25]/[N:26]=[CH:27]/[C:28]1[CH:33]=[CH:32][C:31]([Cl:34])=[C:30]([C:35]([F:38])([F:37])[F:36])[CH:29]=1)=[O:24])=[O:9])=[N+:2]=[N-:3].[C:42]([OH:50])(=[O:49])[CH2:43][CH2:44][CH2:45][CH2:46][C:47]#[CH:48]. (7) The reactants are Br[C:2]1[CH:7]=[C:6]([C:8]2[CH:13]=[CH:12][CH:11]=[C:10]([F:14])[CH:9]=2)[CH:5]=[C:4]([F:15])[C:3]=1[CH3:16].[C:17]([O-:20])(=[O:19])C.[K+].[C]=O.[CH3:24]O. The catalyst is C1COCC1.C([O-])(=O)C.[Pd+2].C([O-])(=O)C.C1C=CC(P(C2C=CC=CC=2)[C-]2C=CC=C2)=CC=1.C1C=CC(P(C2C=CC=CC=2)[C-]2C=CC=C2)=CC=1.[Fe+2]. The product is [F:15][C:4]1[C:3]([CH3:16])=[C:2]([CH:7]=[C:6]([C:8]2[CH:13]=[CH:12][CH:11]=[C:10]([F:14])[CH:9]=2)[CH:5]=1)[C:17]([O:20][CH3:24])=[O:19]. The yield is 0.570.